From a dataset of Cav3 T-type calcium channel HTS with 100,875 compounds. Binary Classification. Given a drug SMILES string, predict its activity (active/inactive) in a high-throughput screening assay against a specified biological target. (1) The drug is Fc1ccc(Cn2c3c(c(=O)n(c2=O)c2cc(OC)c(OC)cc2)cccc3)cc1. The result is 0 (inactive). (2) The compound is Clc1c(n2c3c(c(c2)/C=C(\C#N)C#N)cccc3)ncc(c1)C(F)(F)F. The result is 0 (inactive).